This data is from Forward reaction prediction with 1.9M reactions from USPTO patents (1976-2016). The task is: Predict the product of the given reaction. (1) Given the reactants [F:1][C:2]([F:7])([F:6])[C:3]([OH:5])=[O:4].[CH2:8]([S:10]([N:13]1[CH2:18][CH2:17][CH:16]([C:19]2[C:27]3[C:22](=[C:23]([C:41]([NH2:43])=[O:42])[CH:24]=[C:25]([C:28]4[CH:33]=[C:32]([CH2:34][NH:35][CH2:36]COC)[CH:31]=[CH:30][C:29]=4[F:40])[CH:26]=3)[NH:21][CH:20]=2)[CH2:15][CH2:14]1)(=[O:12])=[O:11])[CH3:9].[CH3:44][O:45][CH2:46][CH2:47]N, predict the reaction product. The product is: [F:1][C:2]([F:7])([F:6])[C:3]([OH:5])=[O:4].[CH2:8]([S:10]([N:13]1[CH2:18][CH2:17][CH:16]([C:19]2[C:27]3[C:22](=[C:23]([C:41]([NH2:43])=[O:42])[CH:24]=[C:25]([C:28]4[CH:33]=[C:32]([CH2:34][NH:35][CH2:36][CH2:47][CH2:46][O:45][CH3:44])[CH:31]=[CH:30][C:29]=4[F:40])[CH:26]=3)[NH:21][CH:20]=2)[CH2:15][CH2:14]1)(=[O:12])=[O:11])[CH3:9]. (2) Given the reactants [Cl:1][C:2]1[C:3]([S:24]([NH2:27])(=[O:26])=[O:25])=[N:4][CH:5]=[C:6]([C:9]([N:11]2[CH2:16][CH2:15][CH:14]([C:17]3[CH:22]=[CH:21][C:20]([F:23])=[CH:19][CH:18]=3)[CH2:13][CH2:12]2)=[O:10])[C:7]=1Cl.[CH3:28][C:29]1[CH:30]=[C:31]([SH:35])[CH:32]=[CH:33][CH:34]=1, predict the reaction product. The product is: [Cl:1][C:2]1[C:3]([S:24]([NH2:27])(=[O:26])=[O:25])=[N:4][CH:5]=[C:6]([C:9]([N:11]2[CH2:16][CH2:15][CH:14]([C:17]3[CH:22]=[CH:21][C:20]([F:23])=[CH:19][CH:18]=3)[CH2:13][CH2:12]2)=[O:10])[C:7]=1[S:35][C:31]1[CH:30]=[C:29]([CH3:28])[CH:34]=[CH:33][CH:32]=1. (3) Given the reactants CB1N2CCC[C@@H]2C(C2C=CC=CC=2)(C2C=CC=CC=2)O1.C1(C)C=CC=CC=1.[F:29][C:30]([F:71])([F:70])[C:31]1[CH:32]=[C:33]([NH:41][C:42](=[O:69])[N:43]([CH:59]2[CH2:64][CH2:63][CH:62]([C:65]([CH3:68])([CH3:67])[CH3:66])[CH2:61][CH2:60]2)[CH2:44][C:45]2[CH:50]=[CH:49][C:48]([C:51](=[O:58])[CH2:52][C:53]3[N:54]=[N:55][NH:56][N:57]=3)=[CH:47][CH:46]=2)[CH:34]=[C:35]([C:37]([F:40])([F:39])[F:38])[CH:36]=1, predict the reaction product. The product is: [F:71][C:30]([F:29])([F:70])[C:31]1[CH:32]=[C:33]([NH:41][C:42](=[O:69])[N:43]([CH:59]2[CH2:60][CH2:61][CH:62]([C:65]([CH3:66])([CH3:67])[CH3:68])[CH2:63][CH2:64]2)[CH2:44][C:45]2[CH:46]=[CH:47][C:48]([CH:51]([OH:58])[CH2:52][C:53]3[N:54]=[N:55][NH:56][N:57]=3)=[CH:49][CH:50]=2)[CH:34]=[C:35]([C:37]([F:38])([F:39])[F:40])[CH:36]=1. (4) Given the reactants C([O:3][C:4](=[O:44])[C:5]([C:34]1[CH:39]=[CH:38][C:37]([CH2:40][CH:41]([CH3:43])[CH3:42])=[CH:36][CH:35]=1)([CH3:33])[CH2:6][CH2:7][CH2:8][CH2:9][C:10](=[O:32])[CH2:11][CH2:12][CH2:13][CH2:14][C:15]([C:22]1[CH:27]=[CH:26][C:25]([CH2:28][CH:29]([CH3:31])[CH3:30])=[CH:24][CH:23]=1)([CH3:21])[C:16]([O:18]CC)=[O:17])C.O.[OH-].[K+], predict the reaction product. The product is: [CH2:28]([C:25]1[CH:24]=[CH:23][C:22]([C:15]([CH3:21])([CH2:14][CH2:13][CH2:12][CH2:11][C:10](=[O:32])[CH2:9][CH2:8][CH2:7][CH2:6][C:5]([C:34]2[CH:35]=[CH:36][C:37]([CH2:40][CH:41]([CH3:43])[CH3:42])=[CH:38][CH:39]=2)([CH3:33])[C:4]([OH:44])=[O:3])[C:16]([OH:18])=[O:17])=[CH:27][CH:26]=1)[CH:29]([CH3:31])[CH3:30].